Dataset: Reaction yield outcomes from USPTO patents with 853,638 reactions. Task: Predict the reaction yield, written as a fraction of the theoretical maximum amount of product (1.0 means a 100% yield; for example, 0.34 means a 34% yield). (1) The reactants are FC(F)(F)C(O[C:6](=[O:11])[C:7](F)(F)F)=O.ClCCl.[Br:17][C:18]1[C:23]([CH3:24])=[CH:22][N+:21]([O-])=C(C)[CH:19]=1. The catalyst is CCCCCC. The product is [Br:17][C:18]1[C:23]([CH3:24])=[CH:22][N:21]=[C:7]([CH2:6][OH:11])[CH:19]=1. The yield is 0.830. (2) The reactants are Br[CH2:2][C:3]([C:5]1[C:10]([CH3:11])=[CH:9][C:8]([O:12][C:13]2[CH:18]=[CH:17][C:16]([F:19])=[CH:15][CH:14]=2)=[CH:7][C:6]=1[CH3:20])=O.[NH2:21][C:22]([NH2:24])=[S:23]. The catalyst is CCO. The product is [F:19][C:16]1[CH:17]=[CH:18][C:13]([O:12][C:8]2[CH:9]=[C:10]([CH3:11])[C:5]([C:3]3[N:21]=[C:22]([NH2:24])[S:23][CH:2]=3)=[C:6]([CH3:20])[CH:7]=2)=[CH:14][CH:15]=1. The yield is 0.840. (3) The reactants are [C:1]([C:3]1[CH:4]=[C:5](Br)[CH:6]=[C:7]([F:9])[CH:8]=1)#[N:2].[NH:11]1[C:19]2[C:14](=[CH:15][CH:16]=[CH:17][CH:18]=2)[C:13]2([CH:23](B(O)O)[CH2:22][CH2:21][CH2:20]2)[C:12]1=[O:27].C(=O)([O-])[O-].[Na+].[Na+].[OH-].[Na+]. The catalyst is COCCOC.O.[Pd].C1(P(C2C=CC=CC=2)C2C=CC=CC=2)C=CC=CC=1.C1(P(C2C=CC=CC=2)C2C=CC=CC=2)C=CC=CC=1.C1(P(C2C=CC=CC=2)C2C=CC=CC=2)C=CC=CC=1.C1(P(C2C=CC=CC=2)C2C=CC=CC=2)C=CC=CC=1. The product is [C:1]([C:3]1[CH:4]=[C:5]([C:16]2[CH:15]=[C:14]3[C:19](=[CH:18][CH:17]=2)[NH:11][C:12](=[O:27])[C:13]23[CH2:23][CH2:22][CH2:21][CH2:20]2)[CH:6]=[C:7]([F:9])[CH:8]=1)#[N:2]. The yield is 0.440. (4) The reactants are C1(C[O:8][NH:9][C:10]([C:12]2[CH:13]=[C:14]([C:23]([O:25][CH2:26][CH3:27])=[O:24])[CH:15]=[C:16]([C:18]([O:20][CH2:21][CH3:22])=[O:19])[CH:17]=2)=[O:11])C=CC=CC=1. The catalyst is C(O)C.[Pd]. The product is [OH:8][NH:9][C:10]([C:12]1[CH:13]=[C:14]([C:23]([O:25][CH2:26][CH3:27])=[O:24])[CH:15]=[C:16]([C:18]([O:20][CH2:21][CH3:22])=[O:19])[CH:17]=1)=[O:11]. The yield is 0.670. (5) The reactants are [CH:1]([C:3]1[CH:11]=[CH:10][C:6]([C:7]([OH:9])=[O:8])=[CH:5][CH:4]=1)=O.[F:12][C:13]1[CH:19]=[CH:18][CH:17]=[CH:16][C:14]=1[NH2:15].[B][B][B][B][B][B][B][B][B][B]. The catalyst is CO. The product is [F:12][C:13]1[CH:19]=[CH:18][CH:17]=[CH:16][C:14]=1[NH:15][CH2:1][C:3]1[CH:11]=[CH:10][C:6]([C:7]([OH:9])=[O:8])=[CH:5][CH:4]=1. The yield is 0.990. (6) The reactants are [Cl:1][C:2]1[C:3](Cl)=[N:4][CH:5]=[C:6]([CH:10]=1)[C:7]([OH:9])=O.[C:12](#[N:16])[CH:13]([CH3:15])[CH3:14].C[Si](C)(C)[N-][Si](C)(C)C.[K+].B.C1COCC1.C([O-])([O-])=O.[K+].[K+]. The catalyst is C1COCC1.C1(C)C=CC=CC=1.O. The product is [Cl:1][C:2]1[C:3]([C:13]([CH3:15])([CH3:14])[C:12]#[N:16])=[N:4][CH:5]=[C:6]([CH2:7][OH:9])[CH:10]=1. The yield is 0.320.